Dataset: Merck oncology drug combination screen with 23,052 pairs across 39 cell lines. Task: Regression. Given two drug SMILES strings and cell line genomic features, predict the synergy score measuring deviation from expected non-interaction effect. Drug 1: CC1CC2C3CCC4=CC(=O)C=CC4(C)C3(F)C(O)CC2(C)C1(O)C(=O)CO. Drug 2: Cn1cc(-c2cnn3c(N)c(Br)c(C4CCCNC4)nc23)cn1. Cell line: LNCAP. Synergy scores: synergy=1.12.